Dataset: Forward reaction prediction with 1.9M reactions from USPTO patents (1976-2016). Task: Predict the product of the given reaction. (1) Given the reactants [CH3:1][O:2][C:3]([CH2:5][CH2:6][NH:7][C:8]([C:10]1([CH2:23][CH2:24][CH2:25][CH2:26]Br)[C:22]2[CH:21]=[CH:20][CH:19]=[CH:18][C:17]=2[C:16]2[C:11]1=[CH:12][CH:13]=[CH:14][CH:15]=2)=[O:9])=[O:4].[N:28]1([C:34]2[CH:43]=[CH:42][C:41]3[C:36](=[CH:37][CH:38]=[CH:39][CH:40]=3)[N:35]=2)[CH2:33][CH2:32][NH:31][CH2:30][CH2:29]1, predict the reaction product. The product is: [CH3:1][O:2][C:3]([CH2:5][CH2:6][NH:7][C:8]([C:10]1([CH2:23][CH2:24][CH2:25][CH2:26][N:31]2[CH2:32][CH2:33][N:28]([C:34]3[CH:43]=[CH:42][C:41]4[C:36](=[CH:37][CH:38]=[CH:39][CH:40]=4)[N:35]=3)[CH2:29][CH2:30]2)[C:22]2[CH:21]=[CH:20][CH:19]=[CH:18][C:17]=2[C:16]2[C:11]1=[CH:12][CH:13]=[CH:14][CH:15]=2)=[O:9])=[O:4]. (2) Given the reactants [N+:1]([C:4]1[CH:5]=[CH:6][C:7]2[NH:8][C:9]3[C:14]([S:15][C:16]=2[CH:17]=1)=[CH:13][CH:12]=[CH:11][CH:10]=3)([O-])=O, predict the reaction product. The product is: [NH2:1][C:4]1[CH:5]=[CH:6][C:7]2[NH:8][C:9]3[C:14]([S:15][C:16]=2[CH:17]=1)=[CH:13][CH:12]=[CH:11][CH:10]=3.